This data is from Full USPTO retrosynthesis dataset with 1.9M reactions from patents (1976-2016). The task is: Predict the reactants needed to synthesize the given product. Given the product [Cl:1][C:2]1[CH:3]=[CH:4][C:5]2[CH2:11][CH2:10][C:9]3[CH:12]=[CH:13][CH:14]=[CH:15][C:8]=3[N:7]([CH2:16][CH2:17][CH2:18][NH:19][C:30](=[O:31])[N:29]([CH3:33])[CH3:28])[C:6]=2[CH:20]=1, predict the reactants needed to synthesize it. The reactants are: [Cl:1][C:2]1[CH:3]=[CH:4][C:5]2[CH2:11][CH2:10][C:9]3[CH:12]=[CH:13][CH:14]=[CH:15][C:8]=3[N:7]([CH2:16][CH2:17][CH2:18][NH2:19])[C:6]=2[CH:20]=1.C(N(CC)CC)C.[CH3:28][N:29]([CH3:33])[C:30](Cl)=[O:31].[Na+].[Cl-].